This data is from Reaction yield outcomes from USPTO patents with 853,638 reactions. The task is: Predict the reaction yield, written as a fraction of the theoretical maximum amount of product (1.0 means a 100% yield; for example, 0.34 means a 34% yield). (1) The reactants are Cl[C:2](Cl)([O:4]C(=O)OC(Cl)(Cl)Cl)Cl.[F:13][C:14]([F:22])([F:21])[CH:15]([OH:20])[C:16]([F:19])([F:18])[F:17].C(N(CC)C(C)C)(C)C.[Cl:32][C:33]1[CH:34]=[C:35]([N:47]2[CH2:52][CH2:51][O:50][CH2:49][CH2:48]2)[CH:36]=[CH:37][C:38]=1[CH2:39][N:40]1[CH2:45][CH2:44][NH:43][C@@H:42]([CH3:46])[CH2:41]1. The catalyst is O.ClCCl. The product is [Cl:32][C:33]1[CH:34]=[C:35]([N:47]2[CH2:52][CH2:51][O:50][CH2:49][CH2:48]2)[CH:36]=[CH:37][C:38]=1[CH2:39][N:40]1[CH2:45][CH2:44][N:43]([C:2]([O:20][CH:15]([C:16]([F:19])([F:18])[F:17])[C:14]([F:22])([F:21])[F:13])=[O:4])[C@@H:42]([CH3:46])[CH2:41]1. The yield is 0.150. (2) The yield is 0.950. The catalyst is O1CCCC1.C(#N)C. The product is [CH2:1]([O:17][CH2:18][C@H:19]([CH2:21][O:22][C:29]([C:23]1[CH:28]=[CH:27][CH:26]=[CH:25][CH:24]=1)([C:37]1[CH:38]=[CH:39][CH:40]=[CH:41][CH:42]=1)[C:31]1[CH:32]=[CH:33][CH:34]=[CH:35][CH:36]=1)[OH:20])[CH2:2][CH2:3][CH2:4][CH2:5][CH2:6][CH2:7][CH2:8][CH2:9][CH2:10][CH2:11][CH2:12][CH2:13][CH2:14][CH2:15][CH3:16]. The reactants are [CH2:1]([O:17][CH2:18][C@H:19]([CH2:21][OH:22])[OH:20])[CH2:2][CH2:3][CH2:4][CH2:5][CH2:6][CH2:7][CH2:8][CH2:9][CH2:10][CH2:11][CH2:12][CH2:13][CH2:14][CH2:15][CH3:16].[C:23]1([C:29]([C:37]2[CH:42]=[CH:41][CH:40]=[CH:39][CH:38]=2)([C:31]2[CH:36]=[CH:35][CH:34]=[CH:33][CH:32]=2)Cl)[CH:28]=[CH:27][CH:26]=[CH:25][CH:24]=1.C(N(CC)CC)C. (3) The product is [Br-:23].[CH2:24]([N+:1]12[CH2:6][CH2:5][C:4]([C:9]([OH:10])([C:17]3[CH:22]=[CH:21][CH:20]=[CH:19][CH:18]=3)[C:11]3[CH:12]=[CH:13][CH:14]=[CH:15][CH:16]=3)([CH2:3][CH2:2]1)[CH2:7][CH2:8]2)[CH3:25]. The reactants are [N:1]12[CH2:8][CH2:7][C:4]([C:9]([C:17]3[CH:22]=[CH:21][CH:20]=[CH:19][CH:18]=3)([C:11]3[CH:16]=[CH:15][CH:14]=[CH:13][CH:12]=3)[OH:10])([CH2:5][CH2:6]1)[CH2:3][CH2:2]2.[Br:23][CH2:24][CH3:25]. The yield is 0.549. The catalyst is CC#N. (4) The reactants are [C:1]([O:5][C:6](=[O:36])[NH:7][C:8]1([C:12]2[CH:17]=[CH:16][C:15]([C:18]3[C:27](=[O:28])[C:26]4[C:21](=[CH:22][CH:23]=[C:24]([F:29])[CH:25]=4)[O:20][C:19]=3[C:30]3[CH:35]=[CH:34][CH:33]=[CH:32][CH:31]=3)=[CH:14][CH:13]=2)[CH2:11][CH2:10][CH2:9]1)([CH3:4])([CH3:3])[CH3:2].[F:37]C1C=C2C(=CC=1F)OC(C1C=CC=CC=1)=C(I)C2=O. No catalyst specified. The product is [C:1]([O:5][C:6](=[O:36])[NH:7][C:8]1([C:12]2[CH:13]=[CH:14][C:15]([C:18]3[C:27](=[O:28])[C:26]4[C:21](=[CH:22][C:23]([F:37])=[C:24]([F:29])[CH:25]=4)[O:20][C:19]=3[C:30]3[CH:31]=[CH:32][CH:33]=[CH:34][CH:35]=3)=[CH:16][CH:17]=2)[CH2:11][CH2:10][CH2:9]1)([CH3:4])([CH3:2])[CH3:3]. The yield is 0.900. (5) The reactants are C(OC(=O)COCC[C@H](O)C)(C)(C)C.[C:15]([O:19][C:20](=[O:28])[CH2:21][O:22][C@H:23]([CH3:27])[CH2:24][CH2:25][OH:26])([CH3:18])([CH3:17])[CH3:16].Cl[C:30]1[C:31]2[C:38]([C:39]3[CH:44]=[CH:43][C:42]([O:45][CH3:46])=[CH:41][CH:40]=3)=[C:37]([C:47]3[CH:52]=[CH:51][CH:50]=[CH:49][CH:48]=3)[O:36][C:32]=2[N:33]=[CH:34][N:35]=1.C(O)(=O)CC(CC(O)=O)(C(O)=O)O. The catalyst is C1COCC1.O. The product is [C:15]([O:19][C:20](=[O:28])[CH2:21][O:22][C@H:23]([CH3:27])[CH2:24][CH2:25][O:26][C:30]1[C:31]2[C:38]([C:39]3[CH:40]=[CH:41][C:42]([O:45][CH3:46])=[CH:43][CH:44]=3)=[C:37]([C:47]3[CH:48]=[CH:49][CH:50]=[CH:51][CH:52]=3)[O:36][C:32]=2[N:33]=[CH:34][N:35]=1)([CH3:18])([CH3:16])[CH3:17]. The yield is 0.0900. (6) The reactants are [Br:1][C:2]1[CH:3]=[C:4]([CH2:13][C@@H:14]([CH2:19][C:20]([O:22][CH3:23])=[O:21])[C:15]([O:17]C)=O)[C:5]([CH2:11]Cl)=[C:6]2[C:10]=1[NH:9][N:8]=[CH:7]2.C(=O)([O-])[O-].[K+].[K+].[NH2:30][CH2:31][CH:32]1[CH2:34][CH2:33]1. The catalyst is C(#N)C. The product is [CH3:23][O:22][C:20](=[O:21])[CH2:19][C@H:14]1[C:15](=[O:17])[N:30]([CH2:31][CH:32]2[CH2:34][CH2:33]2)[CH2:11][C:5]2[C:6]3[CH:7]=[N:8][NH:9][C:10]=3[C:2]([Br:1])=[CH:3][C:4]=2[CH2:13]1. The yield is 0.640. (7) The catalyst is N1C=CC=CC=1. The product is [CH:1]1[C:10]2[C:5](=[CH:6][CH:7]=[CH:8][CH:9]=2)[CH:4]=[CH:3][C:2]=1[S:11]([N:18]1[CH2:17][CH2:16][N:15]([C:21]2[CH:22]=[CH:23][C:24]3[N:25]([C:27]([C:30]([F:31])([F:32])[F:33])=[N:28][N:29]=3)[N:26]=2)[CH2:20][CH2:19]1)(=[O:13])=[O:12]. The yield is 0.660. The reactants are [CH:1]1[C:10]2[C:5](=[CH:6][CH:7]=[CH:8][CH:9]=2)[CH:4]=[CH:3][C:2]=1[S:11](Cl)(=[O:13])=[O:12].[N:15]1([C:21]2[CH:22]=[CH:23][C:24]3[N:25]([C:27]([C:30]([F:33])([F:32])[F:31])=[N:28][N:29]=3)[N:26]=2)[CH2:20][CH2:19][NH:18][CH2:17][CH2:16]1. (8) The product is [NH2:10][C:11]([C@@H:13]1[CH2:17][CH2:16][C@H:15]([C:18]2[CH:23]=[CH:22][C:21]([O:24][CH2:2][C:3]3[CH:8]=[CH:7][CH:6]=[CH:5][C:4]=3[F:9])=[CH:20][CH:19]=2)[N:14]1[C:25]([O:27][C:28]([CH3:31])([CH3:30])[CH3:29])=[O:26])=[O:12]. The catalyst is C(#N)C.O. The yield is 0.850. The reactants are Br[CH2:2][C:3]1[CH:8]=[CH:7][CH:6]=[CH:5][C:4]=1[F:9].[NH2:10][C:11]([C@@H:13]1[CH2:17][CH2:16][C@H:15]([C:18]2[CH:23]=[CH:22][C:21]([OH:24])=[CH:20][CH:19]=2)[N:14]1[C:25]([O:27][C:28]([CH3:31])([CH3:30])[CH3:29])=[O:26])=[O:12].C(=O)([O-])[O-].[K+].[K+].C(OCC)(=O)C.